Dataset: NCI-60 drug combinations with 297,098 pairs across 59 cell lines. Task: Regression. Given two drug SMILES strings and cell line genomic features, predict the synergy score measuring deviation from expected non-interaction effect. (1) Drug 2: CN(C(=O)NC(C=O)C(C(C(CO)O)O)O)N=O. Synergy scores: CSS=54.3, Synergy_ZIP=-0.952, Synergy_Bliss=-3.77, Synergy_Loewe=-22.7, Synergy_HSA=-3.93. Drug 1: CCCCC(=O)OCC(=O)C1(CC(C2=C(C1)C(=C3C(=C2O)C(=O)C4=C(C3=O)C=CC=C4OC)O)OC5CC(C(C(O5)C)O)NC(=O)C(F)(F)F)O. Cell line: COLO 205. (2) Drug 1: C1=CC(=CC=C1CCC2=CNC3=C2C(=O)NC(=N3)N)C(=O)NC(CCC(=O)O)C(=O)O. Drug 2: C1CNP(=O)(OC1)N(CCCl)CCCl. Cell line: KM12. Synergy scores: CSS=3.21, Synergy_ZIP=-1.42, Synergy_Bliss=-1.85, Synergy_Loewe=-16.7, Synergy_HSA=-8.84. (3) Drug 1: C(=O)(N)NO. Drug 2: CC12CCC3C(C1CCC2OP(=O)(O)O)CCC4=C3C=CC(=C4)OC(=O)N(CCCl)CCCl.[Na+]. Cell line: HOP-92. Synergy scores: CSS=0.436, Synergy_ZIP=1.80, Synergy_Bliss=3.59, Synergy_Loewe=-2.21, Synergy_HSA=0.188. (4) Drug 1: C1C(C(OC1N2C=NC3=C(N=C(N=C32)Cl)N)CO)O. Drug 2: CC1=C(C(CCC1)(C)C)C=CC(=CC=CC(=CC(=O)O)C)C. Cell line: OVCAR-5. Synergy scores: CSS=41.6, Synergy_ZIP=-0.244, Synergy_Bliss=-0.651, Synergy_Loewe=-26.5, Synergy_HSA=-0.825. (5) Drug 1: CC1C(C(=O)NC(C(=O)N2CCCC2C(=O)N(CC(=O)N(C(C(=O)O1)C(C)C)C)C)C(C)C)NC(=O)C3=C4C(=C(C=C3)C)OC5=C(C(=O)C(=C(C5=N4)C(=O)NC6C(OC(=O)C(N(C(=O)CN(C(=O)C7CCCN7C(=O)C(NC6=O)C(C)C)C)C)C(C)C)C)N)C. Drug 2: CN(CC1=CN=C2C(=N1)C(=NC(=N2)N)N)C3=CC=C(C=C3)C(=O)NC(CCC(=O)O)C(=O)O. Cell line: RPMI-8226. Synergy scores: CSS=87.9, Synergy_ZIP=0.582, Synergy_Bliss=1.40, Synergy_Loewe=-2.67, Synergy_HSA=-0.134. (6) Drug 1: CN(C)N=NC1=C(NC=N1)C(=O)N. Drug 2: CCN(CC)CCNC(=O)C1=C(NC(=C1C)C=C2C3=C(C=CC(=C3)F)NC2=O)C. Cell line: MDA-MB-231. Synergy scores: CSS=-4.92, Synergy_ZIP=2.36, Synergy_Bliss=-1.14, Synergy_Loewe=-5.58, Synergy_HSA=-5.20. (7) Drug 1: CNC(=O)C1=CC=CC=C1SC2=CC3=C(C=C2)C(=NN3)C=CC4=CC=CC=N4. Drug 2: C1=NC(=NC(=O)N1C2C(C(C(O2)CO)O)O)N. Cell line: HOP-62. Synergy scores: CSS=6.22, Synergy_ZIP=0.169, Synergy_Bliss=3.39, Synergy_Loewe=-1.89, Synergy_HSA=0.131. (8) Drug 1: COC1=CC(=CC(=C1O)OC)C2C3C(COC3=O)C(C4=CC5=C(C=C24)OCO5)OC6C(C(C7C(O6)COC(O7)C8=CC=CS8)O)O. Drug 2: CN(C)N=NC1=C(NC=N1)C(=O)N. Cell line: M14. Synergy scores: CSS=21.3, Synergy_ZIP=-2.41, Synergy_Bliss=-2.11, Synergy_Loewe=-32.1, Synergy_HSA=-5.53. (9) Drug 1: C1=CC=C(C(=C1)C(C2=CC=C(C=C2)Cl)C(Cl)Cl)Cl. Drug 2: COC1=C2C(=CC3=C1OC=C3)C=CC(=O)O2. Cell line: ACHN. Synergy scores: CSS=-2.82, Synergy_ZIP=-1.53, Synergy_Bliss=-5.52, Synergy_Loewe=-2.35, Synergy_HSA=-4.15.